From a dataset of Forward reaction prediction with 1.9M reactions from USPTO patents (1976-2016). Predict the product of the given reaction. Given the reactants Cl[C:2]1[N:3]=[CH:4][C:5]2[N:11]([CH2:12][CH2:13][CH3:14])[C:10](=[O:15])[C:9]([F:17])([F:16])[CH2:8][N:7]([CH:18]3[CH2:22][CH2:21][CH2:20][CH2:19]3)[C:6]=2[N:23]=1.[NH2:24][C:25]1[CH:40]=[CH:39][C:28]([C:29]([NH:31][CH:32]2[CH2:37][CH2:36][N:35]([CH3:38])[CH2:34][CH2:33]2)=[O:30])=[CH:27][CH:26]=1.O.C1(C)C=CC(S(O)(=O)=O)=CC=1, predict the reaction product. The product is: [CH:18]1([N:7]2[CH2:8][C:9]([F:17])([F:16])[C:10](=[O:15])[N:11]([CH2:12][CH2:13][CH3:14])[C:5]3[CH:4]=[N:3][C:2]([NH:24][C:25]4[CH:26]=[CH:27][C:28]([C:29]([NH:31][CH:32]5[CH2:37][CH2:36][N:35]([CH3:38])[CH2:34][CH2:33]5)=[O:30])=[CH:39][CH:40]=4)=[N:23][C:6]2=3)[CH2:22][CH2:21][CH2:20][CH2:19]1.